From a dataset of Catalyst prediction with 721,799 reactions and 888 catalyst types from USPTO. Predict which catalyst facilitates the given reaction. Reactant: Br[CH2:2][C:3]1[CH:8]=[CH:7][C:6]([C:9]([OH:18])([C:14]([F:17])([F:16])[F:15])[C:10]([F:13])([F:12])[F:11])=[CH:5][CH:4]=1.[CH3:19][N:20]([CH:28]1[CH2:33][CH2:32][NH:31][CH2:30][CH2:29]1)[C:21]1[CH:26]=[CH:25][C:24]([NH2:27])=[CH:23][CH:22]=1.C(=O)([O-])[O-].[K+].[K+]. Product: [NH2:27][C:24]1[CH:23]=[CH:22][C:21]([N:20]([CH3:19])[CH:28]2[CH2:33][CH2:32][N:31]([CH2:2][C:3]3[CH:8]=[CH:7][C:6]([C:9]([OH:18])([C:14]([F:17])([F:16])[F:15])[C:10]([F:13])([F:12])[F:11])=[CH:5][CH:4]=3)[CH2:30][CH2:29]2)=[CH:26][CH:25]=1. The catalyst class is: 10.